Dataset: Full USPTO retrosynthesis dataset with 1.9M reactions from patents (1976-2016). Task: Predict the reactants needed to synthesize the given product. Given the product [Cl:27][C:23]1[CH:22]=[C:21]([C:13]2[N:12]=[C:11]([N:8]3[CH2:7][CH2:6][CH:5]([C:3]([OH:4])=[O:2])[CH2:10][CH2:9]3)[C:20]3[C:15]([CH:14]=2)=[CH:16][N:17]=[CH:18][CH:19]=3)[CH:26]=[CH:25][N:24]=1, predict the reactants needed to synthesize it. The reactants are: C[O:2][C:3]([CH:5]1[CH2:10][CH2:9][N:8]([C:11]2[C:20]3[C:15](=[CH:16][N:17]=[CH:18][CH:19]=3)[CH:14]=[C:13]([C:21]3[CH:26]=[CH:25][N:24]=[C:23]([Cl:27])[CH:22]=3)[N:12]=2)[CH2:7][CH2:6]1)=[O:4].O[Li].O.Cl.